From a dataset of NCI-60 drug combinations with 297,098 pairs across 59 cell lines. Regression. Given two drug SMILES strings and cell line genomic features, predict the synergy score measuring deviation from expected non-interaction effect. (1) Synergy scores: CSS=27.1, Synergy_ZIP=-4.62, Synergy_Bliss=1.15, Synergy_Loewe=2.06, Synergy_HSA=2.33. Drug 1: CCC1(CC2CC(C3=C(CCN(C2)C1)C4=CC=CC=C4N3)(C5=C(C=C6C(=C5)C78CCN9C7C(C=CC9)(C(C(C8N6C)(C(=O)OC)O)OC(=O)C)CC)OC)C(=O)OC)O.OS(=O)(=O)O. Cell line: T-47D. Drug 2: N.N.Cl[Pt+2]Cl. (2) Drug 1: CC(C)(C#N)C1=CC(=CC(=C1)CN2C=NC=N2)C(C)(C)C#N. Drug 2: N.N.Cl[Pt+2]Cl. Synergy scores: CSS=54.6, Synergy_ZIP=3.47, Synergy_Bliss=3.45, Synergy_Loewe=-1.15, Synergy_HSA=-0.453. Cell line: SR. (3) Drug 1: C1=CC(=CC=C1CC(C(=O)O)N)N(CCCl)CCCl.Cl. Drug 2: C(CC(=O)O)C(=O)CN.Cl. Cell line: SN12C. Synergy scores: CSS=18.3, Synergy_ZIP=-7.28, Synergy_Bliss=-4.54, Synergy_Loewe=-9.83, Synergy_HSA=-4.47. (4) Drug 1: C(=O)(N)NO. Drug 2: CCN(CC)CCCC(C)NC1=C2C=C(C=CC2=NC3=C1C=CC(=C3)Cl)OC. Cell line: HT29. Synergy scores: CSS=6.86, Synergy_ZIP=-0.201, Synergy_Bliss=2.72, Synergy_Loewe=-4.68, Synergy_HSA=1.85. (5) Drug 1: C1=C(C(=O)NC(=O)N1)N(CCCl)CCCl. Drug 2: CC1=C(C(=CC=C1)Cl)NC(=O)C2=CN=C(S2)NC3=CC(=NC(=N3)C)N4CCN(CC4)CCO. Cell line: NCIH23. Synergy scores: CSS=41.4, Synergy_ZIP=3.48, Synergy_Bliss=7.07, Synergy_Loewe=7.00, Synergy_HSA=9.00. (6) Drug 1: CCN(CC)CCNC(=O)C1=C(NC(=C1C)C=C2C3=C(C=CC(=C3)F)NC2=O)C. Drug 2: COC1=C2C(=CC3=C1OC=C3)C=CC(=O)O2. Cell line: OVCAR-4. Synergy scores: CSS=-3.61, Synergy_ZIP=0.300, Synergy_Bliss=-4.08, Synergy_Loewe=-6.00, Synergy_HSA=-6.20.